This data is from Full USPTO retrosynthesis dataset with 1.9M reactions from patents (1976-2016). The task is: Predict the reactants needed to synthesize the given product. (1) Given the product [CH2:13]([O:12][C:11]1[CH:10]=[CH:9][C:6]([CH:7]=[C:23]([N+:20]([O-:22])=[O:21])[CH2:24][CH3:25])=[CH:5][C:4]=1[O:3][CH2:1][CH3:2])[CH3:14], predict the reactants needed to synthesize it. The reactants are: [CH2:1]([O:3][C:4]1[CH:5]=[C:6]([CH:9]=[CH:10][C:11]=1[O:12][CH2:13][CH3:14])[CH:7]=O)[CH3:2].C([O-])(=O)C.[NH4+].[N+:20]([CH2:23][CH2:24][CH3:25])([O-:22])=[O:21]. (2) Given the product [S:77]1[CH:78]=[CH:79][C:75]2[CH:74]=[C:73]([CH:70]([NH:69][C:15]([C:13]3[N:12]=[N:11][N:10]([CH2:9][CH2:8][NH:7][C:5](=[O:6])[C:4]4[CH:18]=[CH:19][C:20]([O:24][CH3:25])=[C:21]([O:22][CH3:23])[C:3]=4[O:2][CH3:1])[CH:14]=3)=[O:17])[C:71]#[N:72])[CH:81]=[CH:80][C:76]1=2, predict the reactants needed to synthesize it. The reactants are: [CH3:1][O:2][C:3]1[C:21]([O:22][CH3:23])=[C:20]([O:24][CH3:25])[CH:19]=[CH:18][C:4]=1[C:5]([NH:7][CH2:8][CH2:9][N:10]1[CH:14]=[C:13]([C:15]([OH:17])=O)[N:12]=[N:11]1)=[O:6].C(N(C(C)C)C(C)C)C.C[NH3+].F[P-](F)(F)(F)(F)F.N1(OC(N(C)C)=[N+](C)C)C2N=CC=CC=2N=N1.F[P-](F)(F)(F)(F)F.Cl.[NH2:69][CH:70]([C:73]1[CH:81]=[CH:80][C:76]2[S:77][CH:78]=[CH:79][C:75]=2[CH:74]=1)[C:71]#[N:72]. (3) The reactants are: [C:1]([C@H:4]1[CH2:8][CH2:7][CH2:6][N:5]1[C:9]([C:11]1[CH:12]=[C:13]([N:17]2[C:25]3[C:20](=[CH:21][C:22]([O:26][C@H:27]([C:38]4[CH:43]=[CH:42][CH:41]=[CH:40][CH:39]=4)[C@@H:28]([NH:30]C(=O)OC(C)(C)C)[CH3:29])=[CH:23][CH:24]=3)[CH:19]=[N:18]2)[CH:14]=[CH:15][CH:16]=1)=[O:10])(=[O:3])[NH2:2].Cl. Given the product [NH2:30][C@@H:28]([CH3:29])[C@H:27]([O:26][C:22]1[CH:21]=[C:20]2[C:25](=[CH:24][CH:23]=1)[N:17]([C:13]1[CH:12]=[C:11]([C:9]([N:5]3[CH2:6][CH2:7][CH2:8][C@@H:4]3[C:1]([NH2:2])=[O:3])=[O:10])[CH:16]=[CH:15][CH:14]=1)[N:18]=[CH:19]2)[C:38]1[CH:43]=[CH:42][CH:41]=[CH:40][CH:39]=1, predict the reactants needed to synthesize it. (4) Given the product [CH:1]1([N:7]2[C:11]3[CH:12]=[CH:13][C:14]([C:16]([OH:18])=[O:17])=[CH:15][C:10]=3[N:9]=[C:8]2[C:19]2[CH:20]=[C:21]3[C:26](=[CH:27][CH:28]=2)[N:25]=[C:48]([C:45]2[CH:46]=[CH:47][C:42]([CH3:41])=[CH:43][CH:44]=2)[C:50]([C:52]2[CH:57]=[CH:56][C:55]([CH3:58])=[CH:54][CH:53]=2)=[N:22]3)[CH2:2][CH2:3][CH2:4][CH2:5][CH2:6]1, predict the reactants needed to synthesize it. The reactants are: [CH:1]1([N:7]2[C:11]3[CH:12]=[CH:13][C:14]([C:16]([OH:18])=[O:17])=[CH:15][C:10]=3[N:9]=[C:8]2[C:19]2[CH:20]=[C:21]3[C:26](=[CH:27][CH:28]=2)[N:25]=C(C2C=CC=CC=2)C(C2C=CC=CC=2)=[N:22]3)[CH2:6][CH2:5][CH2:4][CH2:3][CH2:2]1.[CH3:41][C:42]1[CH:47]=[CH:46][C:45]([C:48]([C:50]([C:52]2[CH:57]=[CH:56][C:55]([CH3:58])=[CH:54][CH:53]=2)=O)=O)=[CH:44][CH:43]=1. (5) Given the product [ClH:1].[CH3:57][C:54]([C:52]1[CH:53]=[C:48]([NH:47][C:45]([NH:44][NH:43][C:41]([C:12]2[CH:17]=[CH:16][C:15]([NH:18][C:19]([C:21]3[S:22][CH:23]=[CH:24][CH:25]=3)=[NH:20])=[CH:14][CH:13]=2)=[O:42])=[O:46])[CH:49]=[C:50]([C:59]([CH3:60])([CH3:61])[CH3:62])[C:51]=1[OH:58])([CH3:55])[CH3:56], predict the reactants needed to synthesize it. The reactants are: [ClH:1].CC(C1C=C(C=C(C(C)(C)C)C=1O)C(N[C:12]1[CH:17]=[CH:16][C:15]([NH:18][C:19]([C:21]2[S:22][CH:23]=[CH:24][CH:25]=2)=[NH:20])=[CH:14][CH:13]=1)=O)(C)C.NC1C=CC([C:41]([NH:43][NH:44][C:45]([NH:47][C:48]2[CH:53]=[C:52]([C:54]([CH3:57])([CH3:56])[CH3:55])[C:51]([OH:58])=[C:50]([C:59]([CH3:62])([CH3:61])[CH3:60])[CH:49]=2)=[O:46])=[O:42])=CC=1.CC(C1C=C(C=C(C(C)(C)C)C=1O)C(NC1C=CC(N)=CC=1)=O)(C)C. (6) Given the product [F:1][C:2]1[CH:28]=[CH:27][C:5]([CH2:6][O:7][C:8]2[CH:9]=[C:10]([CH2:23][C:24]([NH:48][C:49]3[S:50][S:51][C:52](=[S:54])[N:53]=3)=[O:25])[CH:11]=[C:12]([O:14][CH2:15][C:16]3[CH:21]=[CH:20][C:19]([F:22])=[CH:18][CH:17]=3)[CH:13]=2)=[CH:4][CH:3]=1, predict the reactants needed to synthesize it. The reactants are: [F:1][C:2]1[CH:28]=[CH:27][C:5]([CH2:6][O:7][C:8]2[CH:9]=[C:10]([CH2:23][C:24](O)=[O:25])[CH:11]=[C:12]([O:14][CH2:15][C:16]3[CH:21]=[CH:20][C:19]([F:22])=[CH:18][CH:17]=3)[CH:13]=2)=[CH:4][CH:3]=1.C(N1C=CN=C1)(N1C=CN=C1)=O.N1C=CN=C1.[H-].[Na+].[NH2:48][C:49]1[S:50][S:51][C:52](=[S:54])[N:53]=1.O.[Cl-].[NH4+].